This data is from Full USPTO retrosynthesis dataset with 1.9M reactions from patents (1976-2016). The task is: Predict the reactants needed to synthesize the given product. (1) Given the product [CH3:3][C:4]1[N:8]([CH2:9][C:10]2([O:18][CH2:20][CH2:19][S:21]([CH3:24])(=[O:23])=[O:22])[CH2:11][CH2:12][CH2:13][CH2:14][CH2:15][CH2:16][CH2:17]2)[N:7]=[CH:6][CH:5]=1, predict the reactants needed to synthesize it. The reactants are: [H-].[Na+].[CH3:3][C:4]1[N:8]([CH2:9][C:10]2([OH:18])[CH2:17][CH2:16][CH2:15][CH2:14][CH2:13][CH2:12][CH2:11]2)[N:7]=[CH:6][CH:5]=1.[CH:19]([S:21]([CH3:24])(=[O:23])=[O:22])=[CH2:20].[NH4+].[Cl-]. (2) The reactants are: [CH2:1]([C:4]1(O)[CH2:9][C:8]([CH3:11])([CH3:10])[CH2:7][C:6]([CH3:13])([CH3:12])[CH2:5]1)[CH:2]=[CH2:3].[N:15]([Si](C)(C)C)=[N+:16]=[N-:17].B(F)(F)F.O. Given the product [CH2:1]([C:4]1([N:15]=[N+:16]=[N-:17])[CH2:9][C:8]([CH3:11])([CH3:10])[CH2:7][C:6]([CH3:13])([CH3:12])[CH2:5]1)[CH:2]=[CH2:3], predict the reactants needed to synthesize it. (3) Given the product [CH3:14][O:13][C:4]1[C:5]2[O:11][CH2:10][O:9][CH2:8][CH2:7][C:6]=2[CH:12]=[C:2]([CH:20]=[O:21])[CH:3]=1, predict the reactants needed to synthesize it. The reactants are: Br[C:2]1[CH:3]=[C:4]([O:13][CH3:14])[C:5]2[O:11][CH2:10][O:9][CH2:8][CH2:7][C:6]=2[CH:12]=1.C([Li])CCC.[CH:20](N1CCOCC1)=[O:21].[Cl-].[NH4+]. (4) Given the product [CH2:5]([O:12][CH2:13][C@H:14]([O:16][C:17]1[CH:18]=[C:19]([C@H:20]([OH:21])[CH2:4][N+:1]([O-:3])=[O:2])[CH:22]=[CH:23][CH:24]=1)[CH3:15])[C:6]1[CH:7]=[CH:8][CH:9]=[CH:10][CH:11]=1, predict the reactants needed to synthesize it. The reactants are: [N+:1]([CH3:4])([O-:3])=[O:2].[CH2:5]([O:12][CH2:13][C@H:14]([O:16][C:17]1[CH:18]=[C:19]([CH:22]=[CH:23][CH:24]=1)[CH:20]=[O:21])[CH3:15])[C:6]1[CH:11]=[CH:10][CH:9]=[CH:8][CH:7]=1. (5) Given the product [CH2:16]([O:23][N:24]([C:2]1[N:7]=[C:6]([NH:8][CH2:9][CH2:10][CH3:11])[N:5]=[C:4]([NH:12][CH2:13][CH2:14][CH3:15])[N:3]=1)[CH3:25])[C:17]1[CH:22]=[CH:21][CH:20]=[CH:19][CH:18]=1, predict the reactants needed to synthesize it. The reactants are: Cl[C:2]1[N:7]=[C:6]([NH:8][CH2:9][CH2:10][CH3:11])[N:5]=[C:4]([NH:12][CH2:13][CH2:14][CH3:15])[N:3]=1.[CH2:16]([O:23][NH:24][CH3:25])[C:17]1[CH:22]=[CH:21][CH:20]=[CH:19][CH:18]=1. (6) Given the product [C:34]([C:33]1[C:32]([F:31])=[CH:39][C:38]([CH2:11][C:12]([OH:14])=[O:13])=[C:37]([O:41][CH3:42])[CH:36]=1)#[N:35], predict the reactants needed to synthesize it. The reactants are: C(C1C(OC)=CC([CH2:11][C:12]([OH:14])=[O:13])=C(F)C=1)#N.C(OC(C)(C)C)(=O)CC(OC(C)(C)C)=O.[F:31][C:32]1[CH:39]=[C:38](F)[C:37]([O:41][CH3:42])=[CH:36][C:33]=1[C:34]#[N:35]. (7) Given the product [N:10]1[C:9]([CH2:11][O:12][C:13]2[CH:14]=[CH:15][C:16]([C:19]3[C:20](=[O:34])[C:21]([CH3:32])([CH3:33])[O:22][C:23]=3[C:24]3[CH:29]=[CH:28][C:27]([O:30][CH3:31])=[CH:26][CH:25]=3)=[CH:17][CH:18]=2)=[CH:8][N:6]2[C:5]=1[CH:4]=[CH:3][CH:2]=[N:7]2, predict the reactants needed to synthesize it. The reactants are: Cl[C:2]1[CH:3]=[CH:4][C:5]2[N:6]([CH:8]=[C:9]([CH2:11][O:12][C:13]3[CH:18]=[CH:17][C:16]([C:19]4[C:20](=[O:34])[C:21]([CH3:33])([CH3:32])[O:22][C:23]=4[C:24]4[CH:29]=[CH:28][C:27]([O:30][CH3:31])=[CH:26][CH:25]=4)=[CH:15][CH:14]=3)[N:10]=2)[N:7]=1.C(NCC)C.[H][H].